Dataset: Reaction yield outcomes from USPTO patents with 853,638 reactions. Task: Predict the reaction yield, written as a fraction of the theoretical maximum amount of product (1.0 means a 100% yield; for example, 0.34 means a 34% yield). (1) The reactants are [C:1]1([CH2:7][CH2:8][CH2:9][CH2:10][OH:11])[CH:6]=[CH:5][CH:4]=[CH:3][CH:2]=1.[H-].[Na+].[N+:14]([C:17]1[CH:18]=[C:19](Cl)[CH:20]=[CH:21][C:22]=1[N+:23]([O-:25])=[O:24])([O-:16])=[O:15]. The catalyst is C1COCC1. The product is [C:1]1([CH2:7][CH2:8][CH2:9][CH2:10][O:11][C:19]2[CH:20]=[CH:21][C:22]([N+:23]([O-:25])=[O:24])=[C:17]([N+:14]([O-:16])=[O:15])[CH:18]=2)[CH:6]=[CH:5][CH:4]=[CH:3][CH:2]=1. The yield is 0.720. (2) The reactants are [H-].[Na+].[Cl:3][C:4]1[NH:8][C:7]2[CH:9]=[CH:10][CH:11]=[CH:12][C:6]=2[N:5]=1.Cl[CH2:14][O:15][CH2:16][CH2:17][Si:18]([CH3:21])([CH3:20])[CH3:19]. The catalyst is CN(C=O)C. The product is [Cl:3][C:4]1[N:8]([CH2:14][O:15][CH2:16][CH2:17][Si:18]([CH3:21])([CH3:20])[CH3:19])[C:7]2[CH:9]=[CH:10][CH:11]=[CH:12][C:6]=2[N:5]=1. The yield is 0.800. (3) The reactants are [NH2:1][CH2:2][C:3]([O:5][C@H:6]([C:17]1[CH:22]=[CH:21][C:20]([O:23][CH:24]([F:26])[F:25])=[C:19]([O:27][CH2:28][CH:29]2[CH2:31][CH2:30]2)[CH:18]=1)[CH2:7][C:8]1[C:13]([Cl:14])=[CH:12][N+:11]([O-:15])=[CH:10][C:9]=1[Cl:16])=[O:4].[N+:32]([C:35]1[CH:40]=[CH:39][C:38]([CH2:41][S:42](Cl)(=[O:44])=[O:43])=[CH:37][CH:36]=1)([O-:34])=[O:33]. The catalyst is N1C=CC=CC=1.CCOC(C)=O. The product is [Cl:16][C:9]1[CH:10]=[N+:11]([O-:15])[CH:12]=[C:13]([Cl:14])[C:8]=1[CH2:7][C@@H:6]([C:17]1[CH:22]=[CH:21][C:20]([O:23][CH:24]([F:26])[F:25])=[C:19]([O:27][CH2:28][CH:29]2[CH2:31][CH2:30]2)[CH:18]=1)[O:5][C:3](=[O:4])[CH2:2][NH:1][S:42]([CH2:41][C:38]1[CH:37]=[CH:36][C:35]([N+:32]([O-:34])=[O:33])=[CH:40][CH:39]=1)(=[O:43])=[O:44]. The yield is 1.00. (4) The product is [C:28]([C:31]1[CH:36]=[CH:35][C:34]([CH:37]2[C:41]3[C:42]([CH3:56])=[C:43]([NH:48][C:49](=[O:55])[CH2:50][C:51]([CH3:53])([CH3:54])[CH3:52])[C:44]([CH3:47])=[C:45]([CH3:46])[C:40]=3[O:39][CH2:38]2)=[CH:33][C:32]=1[O:57][CH3:58])([CH3:29])=[CH2:1]. The reactants are [CH3:1]C(C)([O-])C.[K+].[I-].C[P+](C1C=CC=CC=1)(C1C=CC=CC=1)C1C=CC=CC=1.[C:28]([C:31]1[CH:36]=[CH:35][C:34]([CH:37]2[C:41]3[C:42]([CH3:56])=[C:43]([NH:48][C:49](=[O:55])[CH2:50][C:51]([CH3:54])([CH3:53])[CH3:52])[C:44]([CH3:47])=[C:45]([CH3:46])[C:40]=3[O:39][CH2:38]2)=[CH:33][C:32]=1[O:57][CH3:58])(=O)[CH3:29].O. The catalyst is C1(C)C=CC=CC=1. The yield is 0.840. (5) The reactants are C(Cl)(C(Cl)=O)=O.CS(C)=O.[OH:11][C@H:12]1[CH2:16][N:15]([C:17]([O:19][C:20]([CH3:23])([CH3:22])[CH3:21])=[O:18])[C@H:14]([C:24]([O:26][CH3:27])=[O:25])[CH2:13]1.C(N(CC)CC)C. The catalyst is C(Cl)Cl. The product is [O:11]=[C:12]1[CH2:16][N:15]([C:17]([O:19][C:20]([CH3:21])([CH3:22])[CH3:23])=[O:18])[C@H:14]([C:24]([O:26][CH3:27])=[O:25])[CH2:13]1. The yield is 0.850.